Predict the reaction yield, written as a fraction of the theoretical maximum amount of product (1.0 means a 100% yield; for example, 0.34 means a 34% yield). From a dataset of Reaction yield outcomes from USPTO patents with 853,638 reactions. (1) The reactants are [N+:1]([C:4]1[CH:9]=[CH:8][C:7]([S:10]([NH:13][CH2:14][CH:15]([CH:26]2[CH2:31][CH2:30][N:29](C(OC(C)(C)C)=O)[CH2:28][CH2:27]2)[C:16]2[CH:21]=[CH:20][C:19]([C:22]([F:25])([F:24])[F:23])=[CH:18][CH:17]=2)(=[O:12])=[O:11])=[CH:6][CH:5]=1)([O-:3])=[O:2].Cl. The catalyst is O1CCOCC1.CO. The product is [N+:1]([C:4]1[CH:9]=[CH:8][C:7]([S:10]([NH:13][CH2:14][CH:15]([CH:26]2[CH2:31][CH2:30][NH:29][CH2:28][CH2:27]2)[C:16]2[CH:21]=[CH:20][C:19]([C:22]([F:25])([F:23])[F:24])=[CH:18][CH:17]=2)(=[O:11])=[O:12])=[CH:6][CH:5]=1)([O-:3])=[O:2]. The yield is 0.815. (2) The reactants are B([O-])[O-].[CH2:4]([O:6][C:7]([C@@H:9]1[C@H:11]([C:12]2[CH:17]=[CH:16][CH:15]=[CH:14][CH:13]=2)[C@H:10]1[C:18]1[CH:23]=[CH:22][CH:21]=[C:20](Br)[CH:19]=1)=[O:8])[CH3:5].Cl[C:26]1[N:31]=[CH:30][C:29]([F:32])=[CH:28][N:27]=1. No catalyst specified. The product is [CH2:4]([O:6][C:7]([C@@H:9]1[C@H:11]([C:12]2[CH:17]=[CH:16][CH:15]=[CH:14][CH:13]=2)[C@H:10]1[C:18]1[CH:23]=[CH:22][CH:21]=[C:20]([C:26]2[N:31]=[CH:30][C:29]([F:32])=[CH:28][N:27]=2)[CH:19]=1)=[O:8])[CH3:5]. The yield is 0.500. (3) The reactants are [Si:1]([O:18][CH:19]1[CH2:22][N:21]([C:23]2[S:24][CH:25]=[C:26]([CH2:28]O)[N:27]=2)[CH2:20]1)([C:14]([CH3:17])([CH3:16])[CH3:15])([C:8]1[CH:13]=[CH:12][CH:11]=[CH:10][CH:9]=1)[C:2]1[CH:7]=[CH:6][CH:5]=[CH:4][CH:3]=1.[C:30]1(=[O:36])[NH:34][C:33](=[O:35])[CH2:32][CH2:31]1.C1(P(C2C=CC=CC=2)C2C=CC=CC=2)C=CC=CC=1.N(C(OCC)=O)=NC(OCC)=O.C1(C)C=CC=CC=1. The catalyst is O1CCCC1. The product is [Si:1]([O:18][CH:19]1[CH2:20][N:21]([C:23]2[S:24][CH:25]=[C:26]([CH2:28][N:34]3[C:30](=[O:36])[CH2:31][CH2:32][C:33]3=[O:35])[N:27]=2)[CH2:22]1)([C:14]([CH3:17])([CH3:16])[CH3:15])([C:2]1[CH:7]=[CH:6][CH:5]=[CH:4][CH:3]=1)[C:8]1[CH:13]=[CH:12][CH:11]=[CH:10][CH:9]=1. The yield is 1.00.